From a dataset of Forward reaction prediction with 1.9M reactions from USPTO patents (1976-2016). Predict the product of the given reaction. Given the reactants [Cl:1][C:2]1[N:7]=[C:6]([NH:8][CH:9]([CH2:12][CH3:13])[CH2:10][CH3:11])[C:5](/[CH:14]=[CH:15]\OCC)=[CH:4][N:3]=1.Cl, predict the reaction product. The product is: [Cl:1][C:2]1[N:3]=[CH:4][C:5]2[CH:14]=[CH:15][N:8]([CH:9]([CH2:10][CH3:11])[CH2:12][CH3:13])[C:6]=2[N:7]=1.